This data is from Full USPTO retrosynthesis dataset with 1.9M reactions from patents (1976-2016). The task is: Predict the reactants needed to synthesize the given product. (1) Given the product [C:1]([O:5][C:6]([N:8]1[C@H:13]([C:14]2[NH:18][C:17]3[C:19]4[C:24]([CH:25]=[CH:26][C:16]=3[N:15]=2)=[CH:23][C:22]2[C:27]3[C:32]([CH2:33][O:34][C:21]=2[CH:20]=4)=[CH:31][C:30]([C:45]2[NH:49][C:48]([C@@H:50]4[CH2:54][CH:53]([CH2:55][O:56][CH3:57])[CH2:52][N:51]4[C:58](=[O:68])[C@@H:59]([NH:63][C:64]([O:65][CH3:66])=[O:67])[CH:60]([CH3:62])[CH3:61])=[N:47][CH:46]=2)=[CH:29][CH:28]=3)[CH2:12][C@@H:11]2[C@H:9]1[CH2:10]2)=[O:7])([CH3:4])([CH3:2])[CH3:3], predict the reactants needed to synthesize it. The reactants are: [C:1]([O:5][C:6]([N:8]1[C@H:13]([C:14]2[NH:18][C:17]3[C:19]4[C:24]([CH:25]=[CH:26][C:16]=3[N:15]=2)=[CH:23][C:22]2[C:27]3[C:32]([CH2:33][O:34][C:21]=2[CH:20]=4)=[CH:31][C:30](B2OC(C)(C)C(C)(C)O2)=[CH:29][CH:28]=3)[CH2:12][C@@H:11]2[C@H:9]1[CH2:10]2)=[O:7])([CH3:4])([CH3:3])[CH3:2].Br[C:45]1[NH:49][C:48]([C@@H:50]2[CH2:54][C@H:53]([CH2:55][O:56][CH3:57])[CH2:52][N:51]2[C:58](=[O:68])[C@@H:59]([NH:63][C:64](=[O:67])[O:65][CH3:66])[CH:60]([CH3:62])[CH3:61])=[N:47][CH:46]=1.C(=O)([O-])[O-].[K+].[K+]. (2) Given the product [F:28][C:27]([F:30])([F:29])[S:24]([O:23][C:20]1[CH:21]=[CH:22][C:16]2[O:15][CH2:14][CH:13]([CH2:12][NH:31][CH2:32][CH2:33][OH:34])[O:18][C:17]=2[CH:19]=1)(=[O:25])=[O:26], predict the reactants needed to synthesize it. The reactants are: CC1C=CC(S(O[CH2:12][CH:13]2[O:18][C:17]3[CH:19]=[C:20]([O:23][S:24]([C:27]([F:30])([F:29])[F:28])(=[O:26])=[O:25])[CH:21]=[CH:22][C:16]=3[O:15][CH2:14]2)(=O)=O)=CC=1.[NH2:31][CH2:32][CH2:33][OH:34]. (3) The reactants are: C([O-])(=O)C.[Mn+2:5].C([O-])(=O)C.[C:10]([OH:29])(=[O:28])[CH2:11][CH2:12][CH2:13][CH2:14][CH2:15][CH2:16][CH2:17]/[CH:18]=[CH:19]\[CH2:20][CH2:21][CH2:22][CH2:23][CH2:24][CH2:25][CH2:26][CH3:27]. Given the product [C:10]([O-:29])(=[O:28])[CH2:11][CH2:12][CH2:13][CH2:14][CH2:15][CH2:16][CH2:17]/[CH:18]=[CH:19]\[CH2:20][CH2:21][CH2:22][CH2:23][CH2:24][CH2:25][CH2:26][CH3:27].[Mn+2:5].[C:10]([O-:29])(=[O:28])[CH2:11][CH2:12][CH2:13][CH2:14][CH2:15][CH2:16][CH2:17]/[CH:18]=[CH:19]\[CH2:20][CH2:21][CH2:22][CH2:23][CH2:24][CH2:25][CH2:26][CH3:27], predict the reactants needed to synthesize it. (4) Given the product [C:42]([O:41][C:40]([NH:39][CH2:38][CH2:37][CH2:36][CH2:35][CH2:34][CH2:33][CH2:32][CH2:31][NH:30][C:2]1[N:7]=[C:6]([O:8][CH2:9][C:10]([F:13])([F:12])[F:11])[N:5]=[C:4]([NH:14][C:15]2[CH:24]=[CH:23][C:18]([C:19]([O:21][CH3:22])=[O:20])=[C:17]([O:25][CH2:26][CH2:27][CH2:28][Cl:29])[CH:16]=2)[N:3]=1)=[O:46])([CH3:45])([CH3:44])[CH3:43], predict the reactants needed to synthesize it. The reactants are: Cl[C:2]1[N:7]=[C:6]([O:8][CH2:9][C:10]([F:13])([F:12])[F:11])[N:5]=[C:4]([NH:14][C:15]2[CH:24]=[CH:23][C:18]([C:19]([O:21][CH3:22])=[O:20])=[C:17]([O:25][CH2:26][CH2:27][CH2:28][Cl:29])[CH:16]=2)[N:3]=1.[NH2:30][CH2:31][CH2:32][CH2:33][CH2:34][CH2:35][CH2:36][CH2:37][CH2:38][NH:39][C:40](=[O:46])[O:41][C:42]([CH3:45])([CH3:44])[CH3:43]. (5) Given the product [Cl:1][C:2]1[CH:3]=[C:4]([CH:9]([O:13][CH:14]2[CH2:19][CH2:18][O:17][CH2:16][CH2:15]2)[C:10]([NH:54][C:55]2[S:56][CH:57]=[CH:58][N:59]=2)=[O:12])[CH:5]=[CH:6][C:7]=1[Cl:8], predict the reactants needed to synthesize it. The reactants are: [Cl:1][C:2]1[CH:3]=[C:4]([CH:9]([O:13][CH:14]2[CH2:19][CH2:18][O:17][CH2:16][CH2:15]2)[C:10]([OH:12])=O)[CH:5]=[CH:6][C:7]=1[Cl:8].CN([P+](ON1N=NC2C=CC=CC1=2)(N(C)C)N(C)C)C.F[P-](F)(F)(F)(F)F.C(N(CC)CC)C.[NH2:54][C:55]1[S:56][CH:57]=[CH:58][N:59]=1. (6) Given the product [CH3:12][CH:13]([C:15]1[CH:20]=[C:19]([C:2]2[N:7]3[N:8]=[C:9]([NH2:11])[N:10]=[C:6]3[CH:5]=[CH:4][CH:3]=2)[CH:18]=[CH:17][CH:16]=1)[CH3:14], predict the reactants needed to synthesize it. The reactants are: Br[C:2]1[N:7]2[N:8]=[C:9]([NH2:11])[N:10]=[C:6]2[CH:5]=[CH:4][CH:3]=1.[CH3:12][CH:13]([C:15]1[CH:16]=[C:17](B(O)O)[CH:18]=[CH:19][CH:20]=1)[CH3:14]. (7) Given the product [CH2:8]([NH:7][C:5](=[O:6])[C:4]1[CH:16]=[CH:17][C:18]([NH:20][C:21]2[C:22]3[N:23]([N:32]=[CH:33][N:34]=3)[C:24]([C:27]3[CH:31]=[N:30][NH:29][CH:28]=3)=[CH:25][N:26]=2)=[CH:19][C:3]=1[O:2][CH3:1])[C:9]1[CH:10]=[CH:15][CH:12]=[CH:13][CH:14]=1, predict the reactants needed to synthesize it. The reactants are: [CH3:1][O:2][C:3]1[CH:19]=[C:18]([NH:20][C:21]2[C:22]3[N:23]([N:32]=[CH:33][N:34]=3)[C:24]([C:27]3[CH:28]=[N:29][NH:30][CH:31]=3)=[CH:25][N:26]=2)[CH:17]=[CH:16][C:4]=1[C:5]([NH:7][CH2:8][C:9]1[CH:10]=N[C:12]([CH3:15])=[CH:13][CH:14]=1)=[O:6].C(N)C1C=CC=CC=1. (8) Given the product [CH3:36][O:35][C:33]([C:28]1([NH:27][C:26]([CH:9]2[CH2:10][CH:11]([O:13][C:14]3[C:23]4[C:18](=[CH:19][C:20]([O:24][CH3:25])=[CH:21][CH:22]=4)[CH:17]=[CH:16][N:15]=3)[CH2:12][N:8]2[C:55](=[O:56])[CH:54]([NH:53][C:51]([O:50][C:46]([CH3:48])([CH3:47])[CH3:49])=[O:52])[CH:58]2[CH2:63][CH2:62][CH2:61][CH2:60][CH2:59]2)=[O:37])[CH2:30][CH:29]1[CH:31]=[CH2:32])=[O:34], predict the reactants needed to synthesize it. The reactants are: C(OC([N:8]1[CH2:12][CH:11]([O:13][C:14]2[C:23]3[C:18](=[CH:19][C:20]([O:24][CH3:25])=[CH:21][CH:22]=3)[CH:17]=[CH:16][N:15]=2)[CH2:10][CH:9]1[C:26](=[O:37])[NH:27][C:28]1([C:33]([O:35][CH3:36])=[O:34])[CH2:30][CH:29]1[CH:31]=[CH2:32])=O)(C)(C)C.Cl.Cl.O1CCOCC1.[C:46]([O:50][C:51]([NH:53][CH:54]([CH:58]1[CH2:63][CH2:62][CH2:61][CH2:60][CH2:59]1)[C:55](O)=[O:56])=[O:52])([CH3:49])([CH3:48])[CH3:47].CN(C(ON1N=NC2C=CC=NC1=2)=[N+](C)C)C.F[P-](F)(F)(F)(F)F.CCN(C(C)C)C(C)C. (9) Given the product [CH3:21][N:20]([CH3:22])[CH2:19][CH2:18][NH:17][C:9]1[C:8]2[C:7](=[O:23])[C:6]3[C:15](=[C:2]([NH:27][CH2:26][CH2:24][OH:25])[CH:3]=[CH:4][CH:5]=3)[C:14](=[O:16])[C:13]=2[CH:12]=[CH:11][CH:10]=1, predict the reactants needed to synthesize it. The reactants are: Cl[C:2]1[C:15]2[C:14](=[O:16])[C:13]3[C:8](=[C:9]([NH:17][CH2:18][CH2:19][N:20]([CH3:22])[CH3:21])[CH:10]=[CH:11][CH:12]=3)[C:7](=[O:23])[C:6]=2[CH:5]=[CH:4][CH:3]=1.[CH2:24]([CH2:26][NH2:27])[OH:25]. (10) Given the product [NH:1]([C:28]([O:30][C:31]([CH3:34])([CH3:33])[CH3:32])=[O:29])[C@@H:2]([C:10]([NH:12][C@H:13]([C:24]([OH:26])=[O:25])[CH2:14][CH2:15][CH2:16][NH:17][C:18](=[NH:23])[NH:19][N+:20]([O-:22])=[O:21])=[O:11])[CH2:3][C:4]1[CH:9]=[CH:8][CH:7]=[CH:6][CH:5]=1, predict the reactants needed to synthesize it. The reactants are: [NH:1]([C:28]([O:30][C:31]([CH3:34])([CH3:33])[CH3:32])=[O:29])[C@@H:2]([C:10]([NH:12][C@H:13]([C:24]([O:26]C)=[O:25])[CH2:14][CH2:15][CH2:16][NH:17][C:18](=[NH:23])[NH:19][N+:20]([O-:22])=[O:21])=[O:11])[CH2:3][C:4]1[CH:9]=[CH:8][CH:7]=[CH:6][CH:5]=1.[Li+].[OH-].